Dataset: Peptide-MHC class II binding affinity with 134,281 pairs from IEDB. Task: Regression. Given a peptide amino acid sequence and an MHC pseudo amino acid sequence, predict their binding affinity value. This is MHC class II binding data. (1) The peptide sequence is GVKPTHISYIMLIFF. The MHC is DRB3_0301 with pseudo-sequence DRB3_0301. The binding affinity (normalized) is 0.692. (2) The peptide sequence is LERLQRKHGGMLVRNPL. The binding affinity (normalized) is 0.350. The MHC is DRB1_0901 with pseudo-sequence DRB1_0901. (3) The peptide sequence is FRAAMATTANVPPAD. The MHC is DRB1_0301 with pseudo-sequence DRB1_0301. The binding affinity (normalized) is 0. (4) The MHC is DRB1_1101 with pseudo-sequence DRB1_1101. The binding affinity (normalized) is 0.699. The peptide sequence is FREFSRAKGLNQEILE. (5) The peptide sequence is VSTFSSGLVWGQKYF. The MHC is HLA-DPA10301-DPB10402 with pseudo-sequence HLA-DPA10301-DPB10402. The binding affinity (normalized) is 0.582. (6) The peptide sequence is KEIYNYMEPYVSKNP. The MHC is DRB1_0301 with pseudo-sequence DRB1_0301. The binding affinity (normalized) is 0.135. (7) The peptide sequence is PSHIMSVLDMGQGIL. The MHC is DRB1_0802 with pseudo-sequence DRB1_0802. The binding affinity (normalized) is 0.177. (8) The peptide sequence is TWHYCGSYVTKTSGS. The MHC is DRB3_0101 with pseudo-sequence DRB3_0101. The binding affinity (normalized) is 0.186. (9) The peptide sequence is GELQIVDKIDAAFQI. The MHC is DRB1_0401 with pseudo-sequence DRB1_0401. The binding affinity (normalized) is 0.536.